From a dataset of Forward reaction prediction with 1.9M reactions from USPTO patents (1976-2016). Predict the product of the given reaction. (1) Given the reactants C([Sn](CCCC)(CCCC)[C:6]1[CH:11]=[N:10][CH:9]=[CH:8][N:7]=1)CCC.FC(F)(F)S(O[C:26]1[C@@:30]2([CH3:46])[CH2:31][CH2:32][C@H:33]3[C@H:42]([C@@H:29]2[CH2:28][CH:27]=1)[CH2:41][CH:40]=[C:39]1[C@:34]3([CH3:45])[CH2:35][CH2:36][C:37](=[O:44])[N:38]1[CH3:43])(=O)=O, predict the reaction product. The product is: [CH3:43][N:38]1[C:39]2[C@@:34]([CH3:45])([C@H:33]3[CH2:32][CH2:31][C@@:30]4([CH3:46])[C@@H:29]([CH2:28][CH:27]=[C:26]4[C:6]4[CH:11]=[N:10][CH:9]=[CH:8][N:7]=4)[C@@H:42]3[CH2:41][CH:40]=2)[CH2:35][CH2:36][C:37]1=[O:44]. (2) Given the reactants [CH3:1][C:2]([CH3:15])([CH3:14])[CH2:3][C:4]([C:6]1[CH:13]=[CH:12][C:9]([C:10]#[N:11])=[CH:8][CH:7]=1)=[CH2:5].[C:16]([O:20][C:21](O[C:21]([O:20][C:16]([CH3:19])([CH3:18])[CH3:17])=[O:22])=[O:22])([CH3:19])([CH3:18])[CH3:17], predict the reaction product. The product is: [C:16]([O:20][C:21]([NH:11][CH2:10][C:9]1[CH:8]=[CH:7][C:6]([CH:4]([CH3:5])[CH2:3][C:2]([CH3:15])([CH3:14])[CH3:1])=[CH:13][CH:12]=1)=[O:22])([CH3:19])([CH3:18])[CH3:17]. (3) Given the reactants [CH3:1][O:2][CH2:3][CH2:4][CH2:5][CH2:6][NH:7][C:8]1[CH:13]=[CH:12][CH:11]=[CH:10][C:9]=1[NH:14][C:15](=O)[C:16]([N:18]([CH2:40][CH:41]([CH3:43])[CH3:42])[C@H:19]1[CH2:24][C@@H:23]([C:25]([N:27]2[CH2:32][CH2:31][O:30][CH2:29][CH2:28]2)=[O:26])[CH2:22][N:21]([C:33]([O:35][C:36]([CH3:39])([CH3:38])[CH3:37])=[O:34])[CH2:20]1)=[O:17], predict the reaction product. The product is: [CH3:1][O:2][CH2:3][CH2:4][CH2:5][CH2:6][N:7]1[C:8]2[CH:13]=[CH:12][CH:11]=[CH:10][C:9]=2[N:14]=[C:15]1[C:16]([N:18]([CH2:40][CH:41]([CH3:42])[CH3:43])[C@H:19]1[CH2:24][C@@H:23]([C:25]([N:27]2[CH2:28][CH2:29][O:30][CH2:31][CH2:32]2)=[O:26])[CH2:22][N:21]([C:33]([O:35][C:36]([CH3:39])([CH3:37])[CH3:38])=[O:34])[CH2:20]1)=[O:17]. (4) Given the reactants Cl.[N:2]12[CH2:11][CH:6]3[CH2:7][CH:8]([CH2:10][CH:4]([C@H:5]3[NH2:12])[CH2:3]1)[CH2:9]2.[Cl:13][C:14]1[CH:15]=[CH:16][C:17]2[O:21][C:20]([C:22](O)=[O:23])=[CH:19][C:18]=2[CH:25]=1.N, predict the reaction product. The product is: [ClH:13].[N:2]12[CH2:11][CH:6]3[CH2:7][CH:8]([CH2:10][CH:4]([C@H:5]3[NH:12][C:22]([C:20]3[O:21][C:17]4[CH:16]=[CH:15][C:14]([Cl:13])=[CH:25][C:18]=4[CH:19]=3)=[O:23])[CH2:3]1)[CH2:9]2.